This data is from Peptide-MHC class II binding affinity with 134,281 pairs from IEDB. The task is: Regression. Given a peptide amino acid sequence and an MHC pseudo amino acid sequence, predict their binding affinity value. This is MHC class II binding data. (1) The peptide sequence is SQIPISINYRTEIDK. The MHC is HLA-DQA10101-DQB10501 with pseudo-sequence HLA-DQA10101-DQB10501. The binding affinity (normalized) is 0.199. (2) The peptide sequence is GEPQIVDKIDAAFKI. The MHC is DRB1_0802 with pseudo-sequence DRB1_0802. The binding affinity (normalized) is 0.243. (3) The peptide sequence is YWFAPGAGAAPLSWS. The MHC is DRB1_1302 with pseudo-sequence DRB1_1302. The binding affinity (normalized) is 0.217. (4) The peptide sequence is YDKFLANVSTVLTGS. The MHC is DRB1_0401 with pseudo-sequence DRB1_0401. The binding affinity (normalized) is 0.331. (5) The peptide sequence is QEALEDFREFSRAKGL. The MHC is DRB1_1301 with pseudo-sequence DRB1_1301. The binding affinity (normalized) is 0.221. (6) The peptide sequence is HMGICSCGLYKQPGV. The MHC is DRB1_0101 with pseudo-sequence DRB1_0101. The binding affinity (normalized) is 0.637. (7) The peptide sequence is YNNNEAFKVENGSAA. The MHC is DRB1_0802 with pseudo-sequence DRB1_0802. The binding affinity (normalized) is 0.424. (8) The peptide sequence is AQGKAFYEAVAKAHQ. The MHC is HLA-DQA10401-DQB10402 with pseudo-sequence HLA-DQA10401-DQB10402. The binding affinity (normalized) is 0.314. (9) The peptide sequence is NVSHIQSAVVCGRRH. The MHC is HLA-DPA10201-DPB10501 with pseudo-sequence HLA-DPA10201-DPB10501. The binding affinity (normalized) is 0.